From a dataset of Reaction yield outcomes from USPTO patents with 853,638 reactions. Predict the reaction yield, written as a fraction of the theoretical maximum amount of product (1.0 means a 100% yield; for example, 0.34 means a 34% yield). (1) The reactants are [CH2:1]([N:8]1[CH:21]=[C:20]([Si](C)(C)C)[C:11]2[C:12]3[CH:18]=[C:17]([CH3:19])[CH:16]=[N:15][C:13]=3[NH:14][C:10]=2[C:9]1=[O:26])[C:2]1[CH:7]=[CH:6][CH:5]=[CH:4][CH:3]=1.[I:27]I. The catalyst is C(O)C.F[B-](F)(F)F.[Ag+]. The product is [CH2:1]([N:8]1[CH:21]=[C:20]([I:27])[C:11]2[C:12]3[CH:18]=[C:17]([CH3:19])[CH:16]=[N:15][C:13]=3[NH:14][C:10]=2[C:9]1=[O:26])[C:2]1[CH:7]=[CH:6][CH:5]=[CH:4][CH:3]=1. The yield is 0.870. (2) The reactants are FC1C=CC=CC=1N[C:9]1[C:10]2[N:11]([CH:24]=[N:25][CH:26]=2)[C:12]2[CH:13]=[CH:14][CH:15]=[C:16]([C:19]([O:21]CC)=[O:20])[C:17]=2[N:18]=1.[OH-].[Na+].O.Cl. The catalyst is C(O)C. The product is [CH:24]1[N:11]2[C:12]3[CH:13]=[CH:14][CH:15]=[C:16]([C:19]([OH:21])=[O:20])[C:17]=3[N:18]=[CH:9][C:10]2=[CH:26][N:25]=1. The yield is 0.600.